Dataset: NCI-60 drug combinations with 297,098 pairs across 59 cell lines. Task: Regression. Given two drug SMILES strings and cell line genomic features, predict the synergy score measuring deviation from expected non-interaction effect. (1) Drug 1: C1CN(CCN1C(=O)CCBr)C(=O)CCBr. Drug 2: N.N.Cl[Pt+2]Cl. Cell line: RPMI-8226. Synergy scores: CSS=57.8, Synergy_ZIP=2.13, Synergy_Bliss=1.38, Synergy_Loewe=2.66, Synergy_HSA=6.35. (2) Drug 1: COC1=C(C=C2C(=C1)N=CN=C2NC3=CC(=C(C=C3)F)Cl)OCCCN4CCOCC4. Drug 2: C1=NNC2=C1C(=O)NC=N2. Cell line: NCI-H322M. Synergy scores: CSS=43.2, Synergy_ZIP=3.08, Synergy_Bliss=3.30, Synergy_Loewe=-18.4, Synergy_HSA=1.97.